Dataset: Full USPTO retrosynthesis dataset with 1.9M reactions from patents (1976-2016). Task: Predict the reactants needed to synthesize the given product. (1) Given the product [F:1][C:2]1[CH:3]=[C:4]2[C:9](=[CH:10][C:11]=1[F:12])[N:8]=[C:7]([CH2:13][O:14][C:15]1[CH:16]=[CH:17][C:18]3[O:28][CH2:27][C:22]4[N:23]=[CH:24][CH:25]=[CH:26][C:21]=4[CH:20]([S:29][CH2:30][CH2:31][C:32]([NH:45][S:42]([C:36]4[CH:41]=[CH:40][CH:39]=[CH:38][CH:37]=4)(=[O:44])=[O:43])=[O:33])[C:19]=3[CH:35]=1)[CH:6]=[CH:5]2, predict the reactants needed to synthesize it. The reactants are: [F:1][C:2]1[CH:3]=[C:4]2[C:9](=[CH:10][C:11]=1[F:12])[N:8]=[C:7]([CH2:13][O:14][C:15]1[CH:16]=[CH:17][C:18]3[O:28][CH2:27][C:22]4=[N:23][CH:24]=[CH:25][CH:26]=[C:21]4[CH:20]([S:29][CH2:30][CH2:31][C:32](O)=[O:33])[C:19]=3[CH:35]=1)[CH:6]=[CH:5]2.[C:36]1([S:42]([NH2:45])(=[O:44])=[O:43])[CH:41]=[CH:40][CH:39]=[CH:38][CH:37]=1.CN(C)CCCN=C=NCC.O. (2) Given the product [C:16]([C:13]1[CH:14]=[C:15]2[C:10](=[CH:11][CH:12]=1)[C:9](=[O:22])[N:8]([CH2:23][CH:24]([CH3:25])[CH3:26])[C:7]([CH2:27][NH:28][C:29](=[O:35])[O:30][C:31]([CH3:33])([CH3:32])[CH3:34])=[C:6]2[O:5][CH2:1][CH2:2][CH2:3][CH3:4])(=[O:17])[CH3:37], predict the reactants needed to synthesize it. The reactants are: [CH2:1]([O:5][C:6]1[C:15]2[C:10](=[CH:11][CH:12]=[C:13]([C:16](N(OC)C)=[O:17])[CH:14]=2)[C:9](=[O:22])[N:8]([CH2:23][CH:24]([CH3:26])[CH3:25])[C:7]=1[CH2:27][NH:28][C:29](=[O:35])[O:30][C:31]([CH3:34])([CH3:33])[CH3:32])[CH2:2][CH2:3][CH3:4].O1CCC[CH2:37]1.C[Mg]Br.O.